Dataset: NCI-60 drug combinations with 297,098 pairs across 59 cell lines. Task: Regression. Given two drug SMILES strings and cell line genomic features, predict the synergy score measuring deviation from expected non-interaction effect. (1) Drug 1: CC1=C(C=C(C=C1)NC2=NC=CC(=N2)N(C)C3=CC4=NN(C(=C4C=C3)C)C)S(=O)(=O)N.Cl. Drug 2: CC1CCC2CC(C(=CC=CC=CC(CC(C(=O)C(C(C(=CC(C(=O)CC(OC(=O)C3CCCCN3C(=O)C(=O)C1(O2)O)C(C)CC4CCC(C(C4)OC)O)C)C)O)OC)C)C)C)OC. Cell line: BT-549. Synergy scores: CSS=40.0, Synergy_ZIP=9.53, Synergy_Bliss=9.46, Synergy_Loewe=-4.98, Synergy_HSA=7.66. (2) Synergy scores: CSS=-0.926, Synergy_ZIP=1.10, Synergy_Bliss=0.189, Synergy_Loewe=-2.69, Synergy_HSA=-2.40. Drug 1: CC1=CC=C(C=C1)C2=CC(=NN2C3=CC=C(C=C3)S(=O)(=O)N)C(F)(F)F. Drug 2: COC1=NC(=NC2=C1N=CN2C3C(C(C(O3)CO)O)O)N. Cell line: SW-620. (3) Drug 2: C1C(C(OC1N2C=NC3=C2NC=NCC3O)CO)O. Synergy scores: CSS=8.35, Synergy_ZIP=-1.42, Synergy_Bliss=-1.05, Synergy_Loewe=-1.03, Synergy_HSA=-1.57. Cell line: NCI-H460. Drug 1: CCC(=C(C1=CC=CC=C1)C2=CC=C(C=C2)OCCN(C)C)C3=CC=CC=C3.C(C(=O)O)C(CC(=O)O)(C(=O)O)O. (4) Drug 1: CC(C)(C#N)C1=CC(=CC(=C1)CN2C=NC=N2)C(C)(C)C#N. Drug 2: C1=NC2=C(N1)C(=S)N=CN2. Cell line: MDA-MB-435. Synergy scores: CSS=54.2, Synergy_ZIP=-2.63, Synergy_Bliss=-0.793, Synergy_Loewe=0.0513, Synergy_HSA=0.240.